From a dataset of Full USPTO retrosynthesis dataset with 1.9M reactions from patents (1976-2016). Predict the reactants needed to synthesize the given product. (1) Given the product [C:27]([OH:34])(=[O:33])/[CH:28]=[CH:29]/[C:30]([OH:32])=[O:31].[Cl:1][C:2]1[CH:9]=[CH:8][C:5]([C:6]#[N:7])=[C:4]([O:10][C:11]2[CH:12]=[CH:13][C:14]([CH2:17][NH:24][CH3:23])=[CH:15][C:16]=2[O:31][CH3:30])[CH:3]=1, predict the reactants needed to synthesize it. The reactants are: [Cl:1][C:2]1[CH:9]=[CH:8][C:5]([C:6]#[N:7])=[C:4]([O:10][C:11]2[CH:16]=[CH:15][C:14]([CH:17]=O)=[C:13](OC)[CH:12]=2)[CH:3]=1.CN.[C:23]([BH3-])#[N:24].[Na+].[C:27]([OH:34])(=[O:33])/[CH:28]=[CH:29]/[C:30]([OH:32])=[O:31]. (2) Given the product [CH:31]1([CH:34]2[CH2:38][C:37]3([CH2:43][CH2:42][N:41]([C:26]([C:25]4[CH:29]=[CH:30][C:22]([CH2:21][C@@H:9]5[CH2:10][CH2:11][C@H:12]([C@H:13]([OH:20])[C:14]6[CH:19]=[CH:18][CH:17]=[CH:16][CH:15]=6)[N:8]5[C:6]([O:5][C:1]([CH3:2])([CH3:3])[CH3:4])=[O:7])=[CH:23][CH:24]=4)=[O:27])[CH2:40][CH2:39]3)[C:36](=[O:44])[O:35]2)[CH2:33][CH2:32]1, predict the reactants needed to synthesize it. The reactants are: [C:1]([O:5][C:6]([N:8]1[C@@H:12]([C@H:13]([OH:20])[C:14]2[CH:19]=[CH:18][CH:17]=[CH:16][CH:15]=2)[CH2:11][CH2:10][C@H:9]1[CH2:21][C:22]1[CH:30]=[CH:29][C:25]([C:26](O)=[O:27])=[CH:24][CH:23]=1)=[O:7])([CH3:4])([CH3:3])[CH3:2].[CH:31]1([CH:34]2[CH2:38][C:37]3([CH2:43][CH2:42][NH:41][CH2:40][CH2:39]3)[C:36](=[O:44])[O:35]2)[CH2:33][CH2:32]1.CCN=C=NCCCN(C)C.Cl.C1C=CC2N(O)N=NC=2C=1.C(N(CC)C(C)C)(C)C. (3) Given the product [NH2:13][O:12][CH:10]1[CH2:11][N:8]([CH:7]([C:1]2[CH:6]=[CH:5][CH:4]=[CH:3][CH:2]=2)[C:24]2[CH:29]=[CH:28][CH:27]=[CH:26][CH:25]=2)[CH2:9]1, predict the reactants needed to synthesize it. The reactants are: [C:1]1([CH:7]([C:24]2[CH:29]=[CH:28][CH:27]=[CH:26][CH:25]=2)[N:8]2[CH2:11][CH:10]([O:12][N:13]3C(=O)C4C(=CC=CC=4)C3=O)[CH2:9]2)[CH:6]=[CH:5][CH:4]=[CH:3][CH:2]=1.O.NN. (4) Given the product [OH:13][C@H:11]1[CH2:12][N:8]([C:6]([O:5][C:1]([CH3:2])([CH3:3])[CH3:4])=[O:7])[C@H:9]([C:14](=[O:16])[NH:63][CH2:62][C:59]2[CH:58]=[CH:57][C:56]([C:55]3[S:54][CH:53]=[N:52][C:51]=3[CH3:50])=[CH:61][CH:60]=2)[CH2:10]1, predict the reactants needed to synthesize it. The reactants are: [C:1]([O:5][C:6]([N:8]1[CH2:12][C@H:11]([OH:13])[CH2:10][C@H:9]1[C:14]([OH:16])=O)=[O:7])([CH3:4])([CH3:3])[CH3:2].CCN(C(C)C)C(C)C.CN(C(ON1N=NC2C=CC=NC1=2)=[N+](C)C)C.F[P-](F)(F)(F)(F)F.[CH3:50][C:51]1[N:52]=[CH:53][S:54][C:55]=1[C:56]1[CH:61]=[CH:60][C:59]([CH2:62][NH2:63])=[CH:58][CH:57]=1. (5) The reactants are: [Cl:1][C:2]1[CH:7]=[CH:6][C:5]([CH2:8][C@@H:9]([NH:27]C(OC(C)(C)C)=O)[C:10]([N:12]2[CH2:17][CH2:16][CH:15]([C:18]3[CH:23]=[CH:22][CH:21]=[CH:20][C:19]=3[CH2:24][CH2:25][OH:26])[CH2:14][CH2:13]2)=[O:11])=[CH:4][CH:3]=1.Cl. Given the product [ClH:1].[NH2:27][C@H:9]([CH2:8][C:5]1[CH:6]=[CH:7][C:2]([Cl:1])=[CH:3][CH:4]=1)[C:10]([N:12]1[CH2:17][CH2:16][CH:15]([C:18]2[CH:23]=[CH:22][CH:21]=[CH:20][C:19]=2[CH2:24][CH2:25][OH:26])[CH2:14][CH2:13]1)=[O:11], predict the reactants needed to synthesize it. (6) Given the product [C:5]([Br:3])(=[O:22])[CH2:6][CH2:7][CH2:8][CH2:9][CH2:10][CH2:11][CH2:12][CH2:13][CH2:14][CH2:15][CH2:16][CH2:17][CH2:18][CH2:19][CH3:20], predict the reactants needed to synthesize it. The reactants are: S(Br)([Br:3])=O.[C:5]([OH:22])(=O)[CH2:6][CH2:7][CH2:8][CH2:9][CH2:10][CH2:11][CH2:12][CH2:13][CH2:14][CH2:15][CH2:16][CH2:17][CH2:18][CH2:19][CH3:20]. (7) Given the product [Cl:21][C:19]1[CH:20]=[C:15]([NH:9][C:7]2[CH:6]=[CH:5][CH:4]=[C:3]([C:2]([F:1])([F:10])[F:11])[N:8]=2)[C:16]2[N:17]([CH:22]=[CH:23][N:24]=2)[N:18]=1, predict the reactants needed to synthesize it. The reactants are: [F:1][C:2]([F:11])([F:10])[C:3]1[N:8]=[C:7]([NH2:9])[CH:6]=[CH:5][CH:4]=1.[H-].[Na+].Br[C:15]1[C:16]2[N:17]([CH:22]=[CH:23][N:24]=2)[N:18]=[C:19]([Cl:21])[CH:20]=1.O.